From a dataset of Reaction yield outcomes from USPTO patents with 853,638 reactions. Predict the reaction yield, written as a fraction of the theoretical maximum amount of product (1.0 means a 100% yield; for example, 0.34 means a 34% yield). (1) The yield is 0.880. The catalyst is CO.[Pd]. The product is [CH3:1][C:2]1[C:11]2[CH:10]=[CH:9][CH:8]=[C:7]([NH2:12])[C:6]=2[CH:5]=[CH:4][N:3]=1. The reactants are [CH3:1][C:2]1[C:11]2[C:6](=[C:7]([N+:12]([O-])=O)[CH:8]=[CH:9][CH:10]=2)[CH:5]=[CH:4][N:3]=1.O1CCCC1.[H][H]. (2) The reactants are [F:1][C:2]1[C:3]([C:9]2[N:13]([CH:14]3[CH2:19][CH2:18][O:17][CH2:16][CH2:15]3)[C:12]([CH3:20])=[N:11][CH:10]=2)=[N:4][C:5]([NH2:8])=[N:6][CH:7]=1.Br[C:22]1[CH:23]=[CH:24][C:25]([O:28][CH2:29][CH3:30])=[N:26][CH:27]=1. No catalyst specified. The product is [CH2:29]([O:28][C:25]1[N:26]=[CH:27][C:22]([NH:8][C:5]2[N:4]=[C:3]([C:9]3[N:13]([CH:14]4[CH2:19][CH2:18][O:17][CH2:16][CH2:15]4)[C:12]([CH3:20])=[N:11][CH:10]=3)[C:2]([F:1])=[CH:7][N:6]=2)=[CH:23][CH:24]=1)[CH3:30]. The yield is 0.380.